From a dataset of Catalyst prediction with 721,799 reactions and 888 catalyst types from USPTO. Predict which catalyst facilitates the given reaction. (1) Reactant: [C:1]([NH2:6])(=[S:5])[CH:2]([CH3:4])[CH3:3].Cl[CH2:8][C:9]([CH2:11]Cl)=O.ClC[C:15]1SC=C[N:19]=1.CN. Product: [CH:2]([C:1]1[S:5][CH:8]=[C:9]([CH2:11][NH:19][CH3:15])[N:6]=1)([CH3:4])[CH3:3]. The catalyst class is: 1. (2) Reactant: S(=O)(=O)(O)O.[O-]S([O-])(=O)=O.[Mg+2].[CH:12]1([C:15]([OH:17])=[O:16])[CH2:14][CH2:13]1.[C:18](O)([CH3:21])([CH3:20])[CH3:19]. Product: [C:18]([O:16][C:15]([CH:12]1[CH2:14][CH2:13]1)=[O:17])([CH3:21])([CH3:20])[CH3:19]. The catalyst class is: 2. (3) Reactant: C(P(C(C)(C)C)C1C=CC=CC=1C1C=CC=CC=1)(C)(C)C.[C:22]([O:26][C:27]([N:29]1[CH2:47][CH2:46][N:32]2[C:33](=[O:45])[C:34]3[C:39]([C@@H:31]2[CH2:30]1)=[CH:38][C:37](Br)=[CH:36][C:35]=3[C:41]([F:44])([F:43])[F:42])=[O:28])([CH3:25])([CH3:24])[CH3:23].C(=[NH:61])(C1C=CC=CC=1)C1C=CC=CC=1.CC(C)([O-])C.[Na+].C([O-])(=O)C.[Na+].Cl.NO. Product: [C:22]([O:26][C:27]([N:29]1[CH2:47][CH2:46][N:32]2[C:33](=[O:45])[C:34]3[C:39]([C@@H:31]2[CH2:30]1)=[CH:38][C:37]([NH2:61])=[CH:36][C:35]=3[C:41]([F:44])([F:43])[F:42])=[O:28])([CH3:25])([CH3:24])[CH3:23]. The catalyst class is: 101.